This data is from Full USPTO retrosynthesis dataset with 1.9M reactions from patents (1976-2016). The task is: Predict the reactants needed to synthesize the given product. (1) Given the product [CH3:38][C:39]1[CH:47]=[C:46]2[C:42]([CH:43]=[N:44][NH:45]2)=[CH:41][C:40]=1[C:48]([NH:8][CH:5]1[CH2:6][CH2:7][O:2][CH2:3][CH2:4]1)=[O:49], predict the reactants needed to synthesize it. The reactants are: Cl.[O:2]1[CH2:7][CH2:6][CH:5]([NH2:8])[CH2:4][CH2:3]1.C(N(CC)CC)C.ON1C2C=CC=CC=2N=N1.Cl.C(N=C=NCCCN(C)C)C.[CH3:38][C:39]1[CH:47]=[C:46]2[C:42]([CH:43]=[N:44][NH:45]2)=[CH:41][C:40]=1[C:48](O)=[O:49].C(=O)([O-])O.[Na+]. (2) The reactants are: C(OC(=O)[NH:7][C@H:8]([C:12](=[O:17])[NH:13][CH2:14][CH2:15][SH:16])[CH:9]([CH3:11])[CH3:10])(C)(C)C.C(Cl)Cl.C([SiH](CC)CC)C.FC(F)(F)C(O)=O. Given the product [NH2:7][C@@H:8]([CH:9]([CH3:11])[CH3:10])[C:12]([NH:13][CH2:14][CH2:15][SH:16])=[O:17], predict the reactants needed to synthesize it.